Dataset: Full USPTO retrosynthesis dataset with 1.9M reactions from patents (1976-2016). Task: Predict the reactants needed to synthesize the given product. (1) Given the product [CH3:12][O:11][C:3]1[CH:4]=[C:5]([N+:8]([O-:10])=[O:9])[CH:6]=[CH:7][C:2]=1[N:13]1[CH2:18][CH2:17][O:16][CH2:15][CH2:14]1, predict the reactants needed to synthesize it. The reactants are: F[C:2]1[CH:7]=[CH:6][C:5]([N+:8]([O-:10])=[O:9])=[CH:4][C:3]=1[O:11][CH3:12].[NH:13]1[CH2:18][CH2:17][O:16][CH2:15][CH2:14]1.C(=O)([O-])[O-].[K+].[K+]. (2) Given the product [CH3:5][C:4]([NH:6][C:7](=[O:30])[C:8]1[CH:9]=[CH:10][C:11]([CH2:14][CH2:15][CH2:16][NH:17][C@@H:18]([C:20]2[C:29]3[C:24](=[CH:25][CH:26]=[CH:27][CH:28]=3)[CH:23]=[CH:22][CH:21]=2)[CH3:19])=[CH:12][CH:13]=1)([CH3:31])[C:3]([OH:32])=[O:2], predict the reactants needed to synthesize it. The reactants are: C[O:2][C:3](=[O:32])[C:4]([CH3:31])([NH:6][C:7](=[O:30])[C:8]1[CH:13]=[CH:12][C:11]([CH2:14][CH2:15][CH2:16][NH:17][C@@H:18]([C:20]2[C:29]3[C:24](=[CH:25][CH:26]=[CH:27][CH:28]=3)[CH:23]=[CH:22][CH:21]=2)[CH3:19])=[CH:10][CH:9]=1)[CH3:5].[Li+].[OH-].